Dataset: NCI-60 drug combinations with 297,098 pairs across 59 cell lines. Task: Regression. Given two drug SMILES strings and cell line genomic features, predict the synergy score measuring deviation from expected non-interaction effect. Drug 1: CC1=C(C=C(C=C1)NC2=NC=CC(=N2)N(C)C3=CC4=NN(C(=C4C=C3)C)C)S(=O)(=O)N.Cl. Drug 2: C1=CN(C(=O)N=C1N)C2C(C(C(O2)CO)O)O.Cl. Cell line: HOP-92. Synergy scores: CSS=28.1, Synergy_ZIP=-4.41, Synergy_Bliss=-4.39, Synergy_Loewe=-44.1, Synergy_HSA=-2.87.